Task: Predict the product of the given reaction.. Dataset: Forward reaction prediction with 1.9M reactions from USPTO patents (1976-2016) Given the reactants [CH2:1]([O:8][C:9]([C@H:11]1[CH2:16][CH2:15][C@@H:14]([N:17]([CH2:47][CH2:48][O:49][CH2:50][C:51]2[CH:56]=[CH:55][CH:54]=[CH:53][CH:52]=2)[C:18](=[O:46])[CH2:19][CH2:20][C@H:21]([NH:28][CH2:29][C:30]2[C:35]([N+:36]([O-])=O)=[CH:34][N:33]=[C:32]([O:39][C:40]3[CH:45]=[CH:44][CH:43]=[CH:42][CH:41]=3)[CH:31]=2)[CH:22]2[CH2:27][CH2:26][O:25][CH2:24][CH2:23]2)[CH2:13][CH2:12]1)=[O:10])[C:2]1[CH:7]=[CH:6][CH:5]=[CH:4][CH:3]=1.[NH4+].[Cl-], predict the reaction product. The product is: [CH2:1]([O:8][C:9]([C@H:11]1[CH2:12][CH2:13][C@@H:14]([N:17]([C:18](=[O:46])[CH2:19][CH2:20][C@H:21]([NH:28][CH2:29][C:30]2[C:35]([NH2:36])=[CH:34][N:33]=[C:32]([O:39][C:40]3[CH:41]=[CH:42][CH:43]=[CH:44][CH:45]=3)[CH:31]=2)[CH:22]2[CH2:27][CH2:26][O:25][CH2:24][CH2:23]2)[CH2:47][CH2:48][O:49][CH2:50][C:51]2[CH:56]=[CH:55][CH:54]=[CH:53][CH:52]=2)[CH2:15][CH2:16]1)=[O:10])[C:2]1[CH:3]=[CH:4][CH:5]=[CH:6][CH:7]=1.